From a dataset of Drug-target binding data from BindingDB using IC50 measurements. Regression. Given a target protein amino acid sequence and a drug SMILES string, predict the binding affinity score between them. We predict pIC50 (pIC50 = -log10(IC50 in M); higher means more potent). Dataset: bindingdb_ic50. (1) The pIC50 is 4.8. The small molecule is C[C@H](NCCc1cc(Cl)c(NCC(=O)O)c(Cl)c1)[C@H](O)c1ccc(O)cc1. The target protein (P10608) has sequence MEPHGNDSDFLLAPNGSRAPGHDITQERDEAWVVGMAILMSVIVLAIVFGNVLVITAIAKFERLQTVTNYFITSLACADLVMGLAVVPFGASHILMKMWNFGNFWCEFWTSIDVLCVTASIETLCVIAVDRYVAITSPFKYQSLLTKNKARVVILMVWIVSGLTSFLPIQMHWYRATHKQAIDCYAKETCCDFFTNQAYAIASSIVSFYVPLVVMVFVYSRVFQVAKRQLQKIDKSEGRFHAQNLSQVEQDGRSGHGLRSSSKFCLKEHKALKTLGIIMGTFTLCWLPFFIVNIVHVIRANLIPKEVYILLNWLGYVNSAFNPLIYCRSPDFRIAFQELLCLRRSSSKTYGNGYSSNSNGRTDYTGEQSAYQLGQEKENELLCEEAPGMEGFVNCQGTVPSLSIDSQGRNCNTNDSPL. (2) The compound is O=C(NCCCCN1CCN(c2nsc3ccccc23)CC1)c1ccncc1. The target protein (P61168) has sequence MDPLNLSWYDDDLERQNWSRPFNGSEGKPDRPHYNYYAMLLTLLIFIIVFGNVLVCMAVSREKALQTTTNYLIVSLAVADLLVATLVMPWVVYLEVVGEWKFSRIHCDIFVTLDVMMCTASILNLCAISIDRYTAVAMPMLYNTRYSSKRRVTVMIAIVWVLSFTISCPLLFGLNNTDQNECIIANPAFVVYSSIVSFYVPFIVTLLVYIKIYIVLRKRRKRVNTKRSSRAFRANLKTPLKGNCTHPEDMKLCTVIMKSNGSFPVNRRRMDAARRAQELEMEMLSSTSPPERTRYSPIPPSHHQLTLPDPSHHGLHSNPDSPAKPEKNGHAKIVNPRIAKFFEIQTMPNGKTRTSLKTMSRRKLSQQKEKKATQMLAIVLGVFIICWLPFFITHILNIHCDCNIPPVLYSAFTWLGYVNSAVNPIIYTTFNIEFRKAFMKILHC. The pIC50 is 7.6.